Dataset: Forward reaction prediction with 1.9M reactions from USPTO patents (1976-2016). Task: Predict the product of the given reaction. (1) Given the reactants [OH:1][C:2]1[CH:3]=[C:4]2[C:8](=[CH:9][CH:10]=1)[NH:7][C:6]([CH3:11])=[C:5]2[C:12]([O:14][CH2:15][CH3:16])=[O:13].C(=O)([O-])[O-].[K+].[K+].[CH2:23](Br)[C:24]1[CH:29]=[CH:28][CH:27]=[CH:26][CH:25]=1, predict the reaction product. The product is: [CH2:23]([O:1][C:2]1[CH:3]=[C:4]2[C:8](=[CH:9][CH:10]=1)[NH:7][C:6]([CH3:11])=[C:5]2[C:12]([O:14][CH2:15][CH3:16])=[O:13])[C:24]1[CH:29]=[CH:28][CH:27]=[CH:26][CH:25]=1. (2) Given the reactants Br[C:2]1[N:6]2[N:7]=[C:8]([NH:11][CH2:12][CH2:13][CH2:14][N:15]3[CH2:19][CH2:18][CH2:17][CH2:16]3)[CH:9]=[CH:10][C:5]2=[N:4][CH:3]=1.[CH:20](/B(O)O)=[CH:21]\[CH2:22][CH2:23][CH2:24][CH3:25].C1(N)C(F)=C(F)C(F)=C(N)C=1F.[ClH:41].Cl.Cl, predict the reaction product. The product is: [ClH:41].[ClH:41].[CH:20](/[C:2]1[N:6]2[N:7]=[C:8]([NH:11][CH2:12][CH2:13][CH2:14][N:15]3[CH2:19][CH2:18][CH2:17][CH2:16]3)[CH:9]=[CH:10][C:5]2=[N:4][CH:3]=1)=[CH:21]\[CH2:22][CH2:23][CH2:24][CH3:25]. (3) Given the reactants [CH2:1]([NH2:11])[CH2:2][CH2:3][CH2:4][CH2:5][CH2:6][CH2:7][CH2:8][CH2:9][CH3:10].Cl[C:13]1[C:22]2[C:17](=[CH:18][C:19]([F:23])=[CH:20][CH:21]=2)[N:16]=[CH:15][N:14]=1, predict the reaction product. The product is: [CH2:1]([NH:11][C:13]1[C:22]2[C:17](=[CH:18][C:19]([F:23])=[CH:20][CH:21]=2)[N:16]=[CH:15][N:14]=1)[CH2:2][CH2:3][CH2:4][CH2:5][CH2:6][CH2:7][CH2:8][CH2:9][CH3:10]. (4) Given the reactants Br[C:2]1[CH:3]=[C:4]([CH:17]=[CH:18][CH:19]=1)[C:5]([N:7]([C:9]1[CH:14]=[CH:13][CH:12]=[C:11]([O:15][CH3:16])[CH:10]=1)[CH3:8])=[O:6].[CH3:20][O:21][C:22]1[CH:23]=[C:24](B(O)O)[CH:25]=[CH:26][CH:27]=1, predict the reaction product. The product is: [CH3:20][O:21][C:22]1[CH:27]=[C:26]([C:2]2[CH:19]=[CH:18][CH:17]=[C:4]([C:5]([N:7]([C:9]3[CH:14]=[CH:13][CH:12]=[C:11]([O:15][CH3:16])[CH:10]=3)[CH3:8])=[O:6])[CH:3]=2)[CH:25]=[CH:24][CH:23]=1. (5) Given the reactants [Br:1][C:2]1[CH:3]=[CH:4][C:5]2[N:6]([CH2:16][CH:17]([OH:29])[CH2:18][N:19]3[CH2:24][CH2:23][N:22]([CH2:25][CH:26]4[CH2:28][O:27]4)[CH2:21][CH2:20]3)[C:7]3[C:12]([C:13]=2[CH:14]=1)=[CH:11][C:10]([Br:15])=[CH:9][CH:8]=3.[CH3:30][NH2:31], predict the reaction product. The product is: [Br:15][C:10]1[CH:9]=[CH:8][C:7]2[N:6]([CH2:16][CH:17]([OH:29])[CH2:18][N:19]3[CH2:20][CH2:21][N:22]([CH2:25][CH:26]([OH:27])[CH2:28][NH:31][CH3:30])[CH2:23][CH2:24]3)[C:5]3[C:13]([C:12]=2[CH:11]=1)=[CH:14][C:2]([Br:1])=[CH:3][CH:4]=3. (6) Given the reactants [F:1][C:2]1([F:13])[O:6][C:5]2[CH:7]=[C:8](I)[C:9]([F:11])=[CH:10][C:4]=2[O:3]1.C(O[B:18]1[O:22][C:21]([CH3:24])([CH3:23])[C:20]([CH3:26])([CH3:25])[O:19]1)(C)C, predict the reaction product. The product is: [CH3:25][C:20]1([CH3:26])[C:21]([CH3:24])([CH3:23])[O:22][B:18]([C:8]2[C:9]([F:11])=[CH:10][C:4]3[O:3][C:2]([F:13])([F:1])[O:6][C:5]=3[CH:7]=2)[O:19]1. (7) Given the reactants [N:1]([C:3]1[CH:8]=[CH:7][CH:6]=[CH:5][CH:4]=1)=[O:2].C[C:10]([O-:13])([CH3:12])C.[K+].[CH2:15](Cl)Cl, predict the reaction product. The product is: [C:3]1([N:1]2[CH2:15][CH2:12][C:10](=[O:13])[O:2]2)[CH:8]=[CH:7][CH:6]=[CH:5][CH:4]=1.